This data is from CYP3A4 inhibition data for predicting drug metabolism from PubChem BioAssay. The task is: Regression/Classification. Given a drug SMILES string, predict its absorption, distribution, metabolism, or excretion properties. Task type varies by dataset: regression for continuous measurements (e.g., permeability, clearance, half-life) or binary classification for categorical outcomes (e.g., BBB penetration, CYP inhibition). Dataset: cyp3a4_veith. (1) The drug is C=C1c2c(Cl)ccc(O)c2C(O)=C2C(=O)[C@@]3(O)C(O)=C(C(N)=O)C(=O)[C@@H](N(C)C)[C@@H]3[C@@H](O)[C@H]12.O=C(O)c1cc(S(=O)(=O)O)ccc1O. The result is 0 (non-inhibitor). (2) The drug is CC(C)NS(=O)(=O)c1ccc(NC(=S)NC(=O)c2ccc(-c3ccccc3)cc2)cc1. The result is 0 (non-inhibitor).